From a dataset of Full USPTO retrosynthesis dataset with 1.9M reactions from patents (1976-2016). Predict the reactants needed to synthesize the given product. (1) Given the product [C:1]([N:4]1[C:11]2[CH:12]=[CH:13][CH:14]=[CH:15][C:10]=2[CH:9]=[CH:8][C:7]2[CH:16]=[N:17][C:18]([C:25]3[CH:26]=[CH:27][CH:28]=[CH:29][C:24]=3[C:21](=[O:23])[CH3:22])=[CH:19][C:6]=2[CH2:5]1)(=[O:3])[CH3:2], predict the reactants needed to synthesize it. The reactants are: [C:1]([N:4]1[C:11]2[CH:12]=[CH:13][CH:14]=[CH:15][C:10]=2[CH:9]=[CH:8][C:7]2[CH:16]=[N:17][C:18](Cl)=[CH:19][C:6]=2[CH2:5]1)(=[O:3])[CH3:2].[C:21]([C:24]1[CH:29]=[CH:28][CH:27]=[CH:26][C:25]=1B(O)O)(=[O:23])[CH3:22].C(N1C2C=CC=CC=2C=CC2N=C(C3C=NC(OC)=CC=3)C(F)=CC=2C1)(=O)C. (2) Given the product [CH3:1][C:2]1[CH:21]=[CH:20][CH:19]=[C:18]([CH3:22])[C:3]=1[CH2:4][O:5][C:6]1[C:7]([CH3:17])=[C:8]([CH2:9][OH:10])[CH:14]=[CH:15][CH:16]=1, predict the reactants needed to synthesize it. The reactants are: [CH3:1][C:2]1[CH:21]=[CH:20][CH:19]=[C:18]([CH3:22])[C:3]=1[CH2:4][O:5][C:6]1[C:7]([CH3:17])=[C:8]([CH:14]=[CH:15][CH:16]=1)[C:9](OCC)=[O:10].[H-].[H-].[H-].[H-].[Li+].[Al+3].